From a dataset of Forward reaction prediction with 1.9M reactions from USPTO patents (1976-2016). Predict the product of the given reaction. (1) Given the reactants [ClH:1].[CH2:2]([N:9]1[CH2:14][CH2:13][C:12](=O)[CH:11]([C:16](OC)=O)[CH2:10]1)[C:3]1[CH:8]=[CH:7][CH:6]=[CH:5][CH:4]=1.C(=O)(O)O.[NH2:24][C:25]([NH2:27])=[NH:26], predict the reaction product. The product is: [CH2:2]([N:9]1[CH2:14][CH2:13][C:12]2[N:26]=[C:25]([NH2:27])[N:24]=[C:16]([Cl:1])[C:11]=2[CH2:10]1)[C:3]1[CH:8]=[CH:7][CH:6]=[CH:5][CH:4]=1. (2) The product is: [CH3:1][O:2][C:3]1[C:4]([O:13][CH2:14][CH2:15][O:16][CH3:17])=[CH:5][C:6]([C:7]([O:9][CH3:10])=[O:8])=[C:11]([N+:25]([O-:27])=[O:26])[CH:12]=1. Given the reactants [CH3:1][O:2][C:3]1[CH:12]=[CH:11][C:6]([C:7]([O:9][CH3:10])=[O:8])=[CH:5][C:4]=1[O:13][CH2:14][CH2:15][O:16][CH3:17].CC(OC(C)=O)=O.[N+:25]([O-])([OH:27])=[O:26], predict the reaction product. (3) Given the reactants [CH3:1][O:2][C:3]1[C:12]2[C:7](=[CH:8][CH:9]=[C:10]([O:13][CH3:14])[CH:11]=2)[C:6](=O)[NH:5][CH:4]=1.O=P(Cl)(Cl)[Cl:18], predict the reaction product. The product is: [Cl:18][C:6]1[C:7]2[C:12](=[CH:11][C:10]([O:13][CH3:14])=[CH:9][CH:8]=2)[C:3]([O:2][CH3:1])=[CH:4][N:5]=1.